From a dataset of Catalyst prediction with 721,799 reactions and 888 catalyst types from USPTO. Predict which catalyst facilitates the given reaction. (1) Reactant: [NH2:1][C:2]1[CH:3]=[C:4]([C:8]#[CH:9])[CH:5]=[CH:6][CH:7]=1.C(N(C(C)C)CC)(C)C.[O:19]=[C:20]1[N:24]([C:25]2[CH:30]=[CH:29][CH:28]=[CH:27][CH:26]=2)[CH2:23][CH2:22][N:21]1[C:31](Cl)=[O:32]. Product: [C:8]([C:4]1[CH:3]=[C:2]([NH:1][C:31]([N:21]2[CH2:22][CH2:23][N:24]([C:25]3[CH:30]=[CH:29][CH:28]=[CH:27][CH:26]=3)[C:20]2=[O:19])=[O:32])[CH:7]=[CH:6][CH:5]=1)#[CH:9]. The catalyst class is: 4. (2) Reactant: [O:1]=[C:2]1[CH:7]=[CH:6][C:5]([C:8]2[S:9][CH:10]=[CH:11][CH:12]=2)=[CH:4][N:3]1[CH2:13][CH2:14][NH:15]C(=O)OC(C)(C)C.C(O)(C(F)(F)F)=O. Product: [NH2:15][CH2:14][CH2:13][N:3]1[CH:4]=[C:5]([C:8]2[S:9][CH:10]=[CH:11][CH:12]=2)[CH:6]=[CH:7][C:2]1=[O:1]. The catalyst class is: 2. (3) Reactant: [C:1]1(C2C=CC=CC=2)[CH:6]=[CH:5][C:4]([CH2:7][C@H:8]2[N:12](C(=O)C(C)(C)C)[C:11](=[O:19])[C@H:10]([CH3:20])[CH2:9]2)=[CH:3][CH:2]=1.S(=O)(=O)(O)O. Product: [CH2:11]([O:19][C:11](=[O:19])[C@H:10]([CH3:20])[CH2:9][C@H:8]([NH2:12])[CH2:7][C:4]1[CH:3]=[CH:2][C:1]([C:1]2[CH:6]=[CH:5][CH:4]=[CH:3][CH:2]=2)=[CH:6][CH:5]=1)[CH3:10]. The catalyst class is: 8. (4) Reactant: [NH:1]([CH2:6][C:7]([OH:9])=[O:8])[CH2:2][C:3]([OH:5])=[O:4].O.[OH-].[Li+:12]. Product: [NH:1]([CH2:6][C:7]([O-:9])=[O:8])[CH2:2][C:3]([O-:5])=[O:4].[Li+:12].[Li+:12]. The catalyst class is: 6. (5) Reactant: [Br:1][C:2]1[S:6][CH:5]=[C:4]([C:7]([OH:9])=O)[CH:3]=1.[F:10][C:11]1[CH:16]=[CH:15][C:14]([CH2:17][CH2:18][NH:19]C)=[CH:13][CH:12]=1.Cl.C(N=C=NCCCN(C)C)C. Product: [F:10][C:11]1[CH:16]=[CH:15][C:14]([CH2:17][CH2:18][NH:19][C:7]([C:4]2[CH:3]=[C:2]([Br:1])[S:6][CH:5]=2)=[O:9])=[CH:13][CH:12]=1. The catalyst class is: 4. (6) Reactant: [OH-].[Na+].[CH3:3][N:4]([CH2:6][C:7]([N:9]1[CH2:14][CH2:13][CH:12]([C:15]([O:17]CC)=[O:16])[CH2:11][CH2:10]1)=[O:8])[CH3:5]. Product: [CH3:5][N:4]([CH2:6][C:7]([N:9]1[CH2:14][CH2:13][CH:12]([C:15]([OH:17])=[O:16])[CH2:11][CH2:10]1)=[O:8])[CH3:3]. The catalyst class is: 8. (7) Reactant: [OH-].[Na+].[NH2:3][C:4]1[N:9]=[C:8]([C:10]2[CH:15]=[CH:14][C:13]([Cl:16])=[C:12]([F:17])[C:11]=2[F:18])[N:7]=[C:6]([C:19]([O:21]C)=[O:20])[C:5]=1/[CH:23]=[CH:24]/[Si:25]([CH3:28])([CH3:27])[CH3:26].Cl. Product: [NH2:3][C:4]1[N:9]=[C:8]([C:10]2[CH:15]=[CH:14][C:13]([Cl:16])=[C:12]([F:17])[C:11]=2[F:18])[N:7]=[C:6]([C:19]([OH:21])=[O:20])[C:5]=1/[CH:23]=[CH:24]/[Si:25]([CH3:26])([CH3:28])[CH3:27]. The catalyst class is: 5. (8) Reactant: [C:1]([NH:8][C@H:9]([C:13]([OH:15])=[O:14])[CH2:10][CH2:11][OH:12])([O:3][C:4]([CH3:7])([CH3:6])[CH3:5])=[O:2].[H-].[Na+].[Br:18][C:19]1[CH:26]=[CH:25][C:22]([CH2:23]Br)=[CH:21][CH:20]=1. Product: [Br:18][C:19]1[CH:26]=[CH:25][C:22]([CH2:23][O:12][CH2:11][CH2:10][C@@H:9]([C:13]([OH:15])=[O:14])[NH:8][C:1]([O:3][C:4]([CH3:7])([CH3:6])[CH3:5])=[O:2])=[CH:21][CH:20]=1. The catalyst class is: 1.